This data is from HIV replication inhibition screening data with 41,000+ compounds from the AIDS Antiviral Screen. The task is: Binary Classification. Given a drug SMILES string, predict its activity (active/inactive) in a high-throughput screening assay against a specified biological target. (1) The compound is Cc1nc(-c2nc(C)c(C(=O)C=Cc3ccc([N+](=O)[O-])cc3)s2)sc1C(=O)C=Cc1ccc([N+](=O)[O-])cc1. The result is 0 (inactive). (2) The drug is CC(Nc1ccc(Cl)c(Cl)c1)c1ccncc1. The result is 0 (inactive). (3) The drug is Cc1cc(NC(=O)NC(=O)c2ccccc2[N+](=O)[O-])ccc1Oc1ncc(Cl)cn1. The result is 0 (inactive). (4) The molecule is O=C(Nc1cc(C(=O)Nc2cccc(S(=O)(=O)O)c2)cc(C(=O)Nc2cccc(S(=O)(=O)O)c2)c1)c1cccc(C(=O)Nc2cc(C(=O)Nc3cccc(S(=O)(=O)O)c3)cc(C(=O)Nc3cccc(S(=O)(=O)O)c3)c2)c1.[NaH]. The result is 1 (active). (5) The result is 0 (inactive). The drug is O=C1CSC(c2ccc([N+](=O)[O-])cc2)N1c1ccc(-n2c(-c3ccccc3)nc3ccccc3c2=O)cc1. (6) The compound is O=S(=O)(O)SCNCNCCSCc1ccccc1. The result is 0 (inactive).